Dataset: Forward reaction prediction with 1.9M reactions from USPTO patents (1976-2016). Task: Predict the product of the given reaction. (1) Given the reactants [F:1][C:2]([F:11])([F:10])[C:3]1[CH:8]=[CH:7][C:6]([OH:9])=[CH:5][CH:4]=1.FC(F)(F)[C:14](O)=[O:15].C1N2CN3CN(C2)CN1C3.S(=O)(=O)(O)O, predict the reaction product. The product is: [OH:9][C:6]1[CH:5]=[CH:4][C:3]([C:2]([F:10])([F:11])[F:1])=[CH:8][C:7]=1[CH:14]=[O:15]. (2) Given the reactants [Cl:1][C:2]1[CH:7]=[CH:6][N:5]=[C:4]([CH2:8][C:9]([C:12]2[CH:17]=[CH:16][C:15]([F:18])=[CH:14][CH:13]=2)=[N:10]O)[CH:3]=1.FC(F)(F)C(OC(=O)C(F)(F)F)=O.C(N(CC)CC)C.O, predict the reaction product. The product is: [Cl:1][C:2]1[CH:7]=[CH:6][N:5]2[N:10]=[C:9]([C:12]3[CH:17]=[CH:16][C:15]([F:18])=[CH:14][CH:13]=3)[CH:8]=[C:4]2[CH:3]=1. (3) Given the reactants [CH2:1]([S:3][C:4]1[N:5]([CH3:11])[C:6]([CH2:9][OH:10])=[CH:7][N:8]=1)[CH3:2], predict the reaction product. The product is: [CH2:1]([S:3][C:4]1[N:5]([CH3:11])[C:6]([CH:9]=[O:10])=[CH:7][N:8]=1)[CH3:2]. (4) Given the reactants [CH2:1]([O:3][C:4]([CH:6]1[C:11](=[O:12])[CH2:10][CH2:9][N:8]([C:13]([O:15][C:16]([CH3:19])([CH3:18])[CH3:17])=[O:14])[CH2:7]1)=[O:5])[CH3:2].CN(C=O)C.[CH2:25](Br)[C:26]1[CH:31]=[CH:30][CH:29]=[CH:28][CH:27]=1, predict the reaction product. The product is: [CH2:1]([O:3][C:4]([C:6]1([CH2:25][C:26]2[CH:31]=[CH:30][CH:29]=[CH:28][CH:27]=2)[C:11](=[O:12])[CH2:10][CH2:9][N:8]([C:13]([O:15][C:16]([CH3:18])([CH3:17])[CH3:19])=[O:14])[CH2:7]1)=[O:5])[CH3:2].